This data is from Forward reaction prediction with 1.9M reactions from USPTO patents (1976-2016). The task is: Predict the product of the given reaction. Given the reactants [C:1]([O:5][C:6](=[O:53])[N:7]([C@H:16]([CH2:51][OH:52])[C@@H:17]([O:43][CH2:44][C:45]1[CH:50]=[CH:49][CH:48]=[CH:47][CH:46]=1)[C@@H:18]([N:28]([CH2:36][C:37]1[CH:42]=[CH:41][CH:40]=[CH:39][CH:38]=1)[CH2:29][C:30]1[CH:35]=[CH:34][CH:33]=[CH:32][CH:31]=1)[CH2:19][C:20]1[CH:25]=[C:24]([F:26])[CH:23]=[C:22]([F:27])[CH:21]=1)[CH2:8][C@@H:9](O)[CH2:10][CH2:11][CH:12]([CH3:14])[CH3:13])([CH3:4])([CH3:3])[CH3:2].C(P(CCCC)CCCC)CCC, predict the reaction product. The product is: [C:1]([O:5][C:6]([N:7]1[C@@H:16]([C@@H:17]([O:43][CH2:44][C:45]2[CH:50]=[CH:49][CH:48]=[CH:47][CH:46]=2)[C@@H:18]([N:28]([CH2:36][C:37]2[CH:38]=[CH:39][CH:40]=[CH:41][CH:42]=2)[CH2:29][C:30]2[CH:35]=[CH:34][CH:33]=[CH:32][CH:31]=2)[CH2:19][C:20]2[CH:21]=[C:22]([F:27])[CH:23]=[C:24]([F:26])[CH:25]=2)[CH2:51][O:52][C@@H:9]([CH2:10][CH2:11][CH:12]([CH3:13])[CH3:14])[CH2:8]1)=[O:53])([CH3:3])([CH3:4])[CH3:2].